Dataset: Peptide-MHC class II binding affinity with 134,281 pairs from IEDB. Task: Regression. Given a peptide amino acid sequence and an MHC pseudo amino acid sequence, predict their binding affinity value. This is MHC class II binding data. (1) The binding affinity (normalized) is 0. The peptide sequence is IGGPVSSHNHIPGYK. The MHC is HLA-DQA10303-DQB10402 with pseudo-sequence HLA-DQA10303-DQB10402. (2) The peptide sequence is VVLFAVFLGSAYGIP. The MHC is HLA-DPA10301-DPB10402 with pseudo-sequence HLA-DPA10301-DPB10402. The binding affinity (normalized) is 0.443. (3) The peptide sequence is TMSLYMAISPKFTTS. The MHC is DRB1_0301 with pseudo-sequence DRB1_0301. The binding affinity (normalized) is 0.439. (4) The peptide sequence is LEKGRLYQIKIQYQRENPTE. The MHC is DRB1_0301 with pseudo-sequence DRB1_0301. The binding affinity (normalized) is 0.399. (5) The peptide sequence is MQVKVSKGAPCRIPV. The MHC is DRB4_0103 with pseudo-sequence DRB4_0103. The binding affinity (normalized) is 0.538. (6) The peptide sequence is LAAAAAWDALAAELY. The MHC is DRB1_0401 with pseudo-sequence DRB1_0401. The binding affinity (normalized) is 0.434. (7) The MHC is HLA-DQA10301-DQB10302 with pseudo-sequence HLA-DQA10301-DQB10302. The binding affinity (normalized) is 0.417. The peptide sequence is SQDLELSWNLNGLPAY.